From a dataset of Full USPTO retrosynthesis dataset with 1.9M reactions from patents (1976-2016). Predict the reactants needed to synthesize the given product. (1) Given the product [F:49][C:2]1([F:1])[CH2:7][C@H:6]([O:8][C:9]2[C:14]([CH3:15])=[CH:13][C:12]([S:16]([NH:19][C:20]3[CH:25]=[CH:24][N:23]=[CH:22][N:21]=3)(=[O:18])=[O:17])=[C:11]([F:37])[CH:10]=2)[C@@H:5]([C:38]2[NH:42][N:41]=[CH:40][CH:39]=2)[CH2:4][CH2:3]1, predict the reactants needed to synthesize it. The reactants are: [F:1][C:2]1([F:49])[CH2:7][C@H:6]([O:8][C:9]2[C:14]([CH3:15])=[CH:13][C:12]([S:16]([N:19](CC3C=CC(OC)=CC=3OC)[C:20]3[CH:25]=[CH:24][N:23]=[CH:22][N:21]=3)(=[O:18])=[O:17])=[C:11]([F:37])[CH:10]=2)[C@@H:5]([C:38]2[N:42](COCCOC)[N:41]=[CH:40][CH:39]=2)[CH2:4][CH2:3]1.C([SiH](CC)CC)C. (2) The reactants are: C(#N)C.[Cl:4][C:5]1[CH:10]=[C:9]([Cl:11])[C:8]([S:12][CH2:13][C:14]([F:17])([F:16])[F:15])=[CH:7][C:6]=1[OH:18].[Br:19][CH2:20][CH2:21][CH2:22][CH2:23][CH2:24][CH2:25]Br.C(=O)([O-])[O-].[K+].[K+]. Given the product [Br:19][CH2:20][CH2:21][CH2:22][CH2:23][CH2:24][CH2:25][O:18][C:6]1[CH:7]=[C:8]([S:12][CH2:13][C:14]([F:15])([F:17])[F:16])[C:9]([Cl:11])=[CH:10][C:5]=1[Cl:4], predict the reactants needed to synthesize it. (3) Given the product [Cl:1][C:2]1[CH:3]=[C:4]2[C:8](=[CH:9][CH:10]=1)[NH:7][CH:6]=[C:5]2[CH2:11][CH2:12][NH:13][C:14]([C:15]1[C:16]([C:27]2[CH:28]=[CH:29][C:24]([OH:23])=[CH:25][CH:26]=2)=[CH:17][CH:18]=[CH:19][CH:20]=1)=[O:22], predict the reactants needed to synthesize it. The reactants are: [Cl:1][C:2]1[CH:3]=[C:4]2[C:8](=[CH:9][CH:10]=1)[NH:7][CH:6]=[C:5]2[CH2:11][CH2:12][NH:13][C:14](=[O:22])[C:15]1[CH:20]=[CH:19][CH:18]=[CH:17][C:16]=1I.[OH:23][C:24]1[CH:29]=[CH:28][C:27](B(O)O)=[CH:26][CH:25]=1.C(=O)([O-])[O-].[Na+].[Na+].